From a dataset of Forward reaction prediction with 1.9M reactions from USPTO patents (1976-2016). Predict the product of the given reaction. (1) Given the reactants [CH3:1][O:2][C:3]([NH:5][C@@H:6]([CH:56]([CH3:58])[CH3:57])[C:7]([N:9]1[CH2:13][C@@H:12]([S:14][CH3:15])[CH2:11][C@H:10]1[C:16]1[NH:17][C:18]([C:21]2[CH:26]=[CH:25][C:24]([C:27]3[CH:32]=[CH:31][C:30]([C:33]4[NH:37][C:36]([C@@H:38]5[CH2:42][C@H:41]([CH2:43][O:44][CH3:45])[CH2:40][N:39]5C(OCC5C=CC=CC=5)=O)=[N:35][CH:34]=4)=[CH:29][CH:28]=3)=[CH:23][CH:22]=2)=[CH:19][N:20]=1)=[O:8])=[O:4].Br.[C:60]([O:64][C:65]([NH:67][C@H:68]([C:72]1[CH:77]=[CH:76][CH:75]=[CH:74][CH:73]=1)[C:69]([OH:71])=O)=[O:66])([CH3:63])([CH3:62])[CH3:61].CCOC(C(C#N)=NOC(N1CCOCC1)=[N+](C)C)=O.F[P-](F)(F)(F)(F)F.CCN(C(C)C)C(C)C, predict the reaction product. The product is: [C:60]([O:64][C:65]([NH:67][C@H:68]([C:72]1[CH:77]=[CH:76][CH:75]=[CH:74][CH:73]=1)[C:69]([N:39]1[CH2:40][C@@H:41]([CH2:43][O:44][CH3:45])[CH2:42][C@H:38]1[C:36]1[NH:37][C:33]([C:30]2[CH:29]=[CH:28][C:27]([C:24]3[CH:25]=[CH:26][C:21]([C:18]4[NH:17][C:16]([C@@H:10]5[CH2:11][C@H:12]([S:14][CH3:15])[CH2:13][N:9]5[C:7](=[O:8])[C@@H:6]([NH:5][C:3](=[O:4])[O:2][CH3:1])[CH:56]([CH3:58])[CH3:57])=[N:20][CH:19]=4)=[CH:22][CH:23]=3)=[CH:32][CH:31]=2)=[CH:34][N:35]=1)=[O:71])=[O:66])([CH3:61])([CH3:62])[CH3:63]. (2) Given the reactants [CH3:1][O:2][C:3]1[CH:12]=[C:11]2[C:6]([CH:7]=[CH:8][C:9](=[O:27])[N:10]2[CH2:13][CH2:14][CH2:15][C:16]2([C:22]([O:24][CH2:25][CH3:26])=[O:23])[CH2:21][CH2:20][NH:19][CH2:18][CH2:17]2)=[CH:5][CH:4]=1.[O:28]1[CH:32]=[CH:31][CH:30]=[C:29]1/[CH:33]=[CH:34]/[CH:35]=O.C(O[BH-](OC(=O)C)OC(=O)C)(=O)C.[Na+].C(=O)([O-])O.[Na+], predict the reaction product. The product is: [O:28]1[CH:32]=[CH:31][CH:30]=[C:29]1/[CH:33]=[CH:34]/[CH2:35][N:19]1[CH2:20][CH2:21][C:16]([CH2:15][CH2:14][CH2:13][N:10]2[C:11]3[C:6](=[CH:5][CH:4]=[C:3]([O:2][CH3:1])[CH:12]=3)[CH:7]=[CH:8][C:9]2=[O:27])([C:22]([O:24][CH2:25][CH3:26])=[O:23])[CH2:17][CH2:18]1. (3) Given the reactants [CH2:1]([C:5]1[CH:28]=[CH:27][C:8]([O:9][C:10]2[CH:15]=[CH:14][C:13]([CH2:16][CH2:17][C:18]([NH:23]C(=O)C)([CH2:21][OH:22])[CH2:19][OH:20])=[CH:12][CH:11]=2)=[CH:7][CH:6]=1)[CH2:2][CH2:3][CH3:4].[OH-].[Na+], predict the reaction product. The product is: [NH2:23][C:18]([CH2:17][CH2:16][C:13]1[CH:14]=[CH:15][C:10]([O:9][C:8]2[CH:27]=[CH:28][C:5]([CH2:1][CH2:2][CH2:3][CH3:4])=[CH:6][CH:7]=2)=[CH:11][CH:12]=1)([CH2:21][OH:22])[CH2:19][OH:20]. (4) Given the reactants [CH2:1]([CH2:3][NH2:4])[OH:2].Cl[CH2:6][CH2:7][S:8][C:9]1[CH:14]=[CH:13][CH:12]=[CH:11][C:10]=1[C:15]([NH:18][C:19]1[C:20](=[O:39])[N:21]([C:25]2[CH:26]=[C:27]([CH:34]=[C:35]([F:38])[C:36]=2[CH3:37])[C:28]([NH:30][CH:31]2[CH2:33][CH2:32]2)=[O:29])[CH:22]=[CH:23][N:24]=1)([CH3:17])[CH3:16], predict the reaction product. The product is: [CH:31]1([NH:30][C:28](=[O:29])[C:27]2[CH:26]=[C:25]([N:21]3[CH:22]=[CH:23][N:24]=[C:19]([NH:18][C:15]([C:10]4[CH:11]=[CH:12][CH:13]=[CH:14][C:9]=4[S:8][CH2:7][CH2:6][NH:4][CH2:3][CH2:1][OH:2])([CH3:17])[CH3:16])[C:20]3=[O:39])[C:36]([CH3:37])=[C:35]([F:38])[CH:34]=2)[CH2:32][CH2:33]1.